The task is: Predict the reaction yield, written as a fraction of the theoretical maximum amount of product (1.0 means a 100% yield; for example, 0.34 means a 34% yield).. This data is from Reaction yield outcomes from USPTO patents with 853,638 reactions. (1) The reactants are C(OC[N:10]1[CH:18]=[C:17]2[C:12]([CH2:13][CH2:14][C:15]3[C:16]2=[N:19][NH:20][C:21]=3[C:22]([O:24][CH2:25][CH3:26])=[O:23])=[N:11]1)C1C=CC=CC=1.C(OCN1C2CCC3=C(C(OCC)=O)NN=C3C=2C=N1)C1C=CC=CC=1.C(C1C(=O)C(Cl)=C(Cl)C(=O)C=1C#N)#N.C(O)(C(F)(F)F)=O. The catalyst is O1CCOCC1.C(Cl)Cl. The product is [N:19]1[NH:20][C:21]([C:22]([O:24][CH2:25][CH3:26])=[O:23])=[C:15]2[CH:14]=[CH:13][C:12]3[NH:11][N:10]=[CH:18][C:17]=3[C:16]=12. The yield is 0.760. (2) The reactants are [Cl:1][C:2]1[C:6]([NH:7][C:8](=[O:13])[CH2:9][CH2:10][S:11][CH3:12])=[CH:5][N:4]([C:14]2[CH:15]=[N:16][CH:17]=[CH:18][CH:19]=2)[N:3]=1.[CH3:20][CH:21]([CH2:25][S:26][CH3:27])[C:22](Cl)=[O:23]. The catalyst is ClCCCl. The product is [Cl:1][C:2]1[C:6]([N:7]([C:8](=[O:13])[CH2:9][CH2:10][S:11][CH3:12])[C:22](=[O:23])[CH:21]([CH3:20])[CH2:25][S:26][CH3:27])=[CH:5][N:4]([C:14]2[CH:15]=[N:16][CH:17]=[CH:18][CH:19]=2)[N:3]=1. The yield is 0.220. (3) The reactants are [CH2:1]([N:8]1[CH:13]([C:14]2[CH:19]=[CH:18][CH:17]=[CH:16][CH:15]=2)[CH2:12][C:11]([CH3:21])([CH3:20])[N:10]2[N:22]=[CH:23][C:24]([S:25]([CH2:28][C:29]3[CH:34]=[CH:33][C:32]([CH3:35])=[CH:31][CH:30]=3)(=[O:27])=[O:26])=[C:9]12)[C:2]1[CH:7]=[CH:6][CH:5]=[CH:4][CH:3]=1.[CH2:36]([Li])CCC.IC. The catalyst is C1COCC1. The product is [CH2:1]([N:8]1[CH:13]([C:14]2[CH:15]=[CH:16][CH:17]=[CH:18][CH:19]=2)[CH2:12][C:11]([CH3:21])([CH3:20])[N:10]2[N:22]=[CH:23][C:24]([S:25]([CH:28]([C:29]3[CH:34]=[CH:33][C:32]([CH3:35])=[CH:31][CH:30]=3)[CH3:36])(=[O:27])=[O:26])=[C:9]12)[C:2]1[CH:7]=[CH:6][CH:5]=[CH:4][CH:3]=1. The yield is 0.600. (4) The reactants are [C:1]([C:5]1[CH:12]=[CH:11][C:10]([N+:13]([O-])=O)=[CH:9][C:6]=1[C:7]#[N:8])([CH3:4])([CH3:3])[CH3:2].C([O-])=O.[NH4+]. The catalyst is CCO.[Pd]. The product is [C:1]([C:5]1[CH:12]=[CH:11][C:10]([NH2:13])=[CH:9][C:6]=1[C:7]#[N:8])([CH3:4])([CH3:2])[CH3:3]. The yield is 0.910. (5) The reactants are C(OC(=O)[NH:7][C:8]1[CH:13]=[CH:12][C:11]([O:14][CH3:15])=[CH:10][C:9]=1[CH2:16][C:17](=O)[CH2:18][CH:19]1[CH2:21]C1)(C)(C)C.FC(F)(F)C(O)=O.O. The catalyst is C(Cl)Cl. The product is [CH3:15][O:14][C:11]1[CH:10]=[C:9]2[C:8](=[CH:13][CH:12]=1)[NH:7][C:17]([CH:18]1[CH2:19][CH2:21]1)=[CH:16]2. The yield is 0.690.